Dataset: Forward reaction prediction with 1.9M reactions from USPTO patents (1976-2016). Task: Predict the product of the given reaction. (1) Given the reactants Br[C:2]1[CH:11]=[CH:10][C:5]([C:6]([NH:8][CH3:9])=[O:7])=[C:4]([CH3:12])[CH:3]=1.[CH3:13][C:14]1([CH3:30])[C:18]([CH3:20])([CH3:19])[O:17][B:16]([B:16]2[O:17][C:18]([CH3:20])([CH3:19])[C:14]([CH3:30])([CH3:13])[O:15]2)[O:15]1.ClCCl.C([O-])(=O)C.[K+], predict the reaction product. The product is: [CH3:9][NH:8][C:6](=[O:7])[C:5]1[CH:10]=[CH:11][C:2]([B:16]2[O:17][C:18]([CH3:20])([CH3:19])[C:14]([CH3:30])([CH3:13])[O:15]2)=[CH:3][C:4]=1[CH3:12]. (2) Given the reactants Cl[C:2]1[CH:11]=[CH:10][C:5]([C:6]([O:8][CH3:9])=[O:7])=[C:4]([NH:12][CH2:13][CH2:14][C:15]2[CH:20]=[CH:19][CH:18]=[C:17]([F:21])[CH:16]=2)[N:3]=1.[Cl-].[C:23]([C:25]1[CH:30]=[CH:29][CH:28]=[CH:27][C:26]=1B(O)O)#[N:24].C([O-])([O-])=O.[K+].[K+], predict the reaction product. The product is: [C:23]([C:25]1[CH:30]=[CH:29][CH:28]=[CH:27][C:26]=1[C:2]1[CH:11]=[CH:10][C:5]([C:6]([O:8][CH3:9])=[O:7])=[C:4]([NH:12][CH2:13][CH2:14][C:15]2[CH:20]=[CH:19][CH:18]=[C:17]([F:21])[CH:16]=2)[N:3]=1)#[N:24]. (3) The product is: [C:9]1([NH:15][C:16]([NH:1][C:2]2[CH:7]=[CH:6][CH:5]=[CH:4][C:3]=2[SH:8])=[O:17])[CH:14]=[CH:13][CH:12]=[CH:11][CH:10]=1. Given the reactants [NH2:1][C:2]1[CH:7]=[CH:6][CH:5]=[CH:4][C:3]=1[SH:8].[C:9]1([N:15]=[C:16]=[O:17])[CH:14]=[CH:13][CH:12]=[CH:11][CH:10]=1, predict the reaction product. (4) Given the reactants [CH2:1]([N:3]1[C:11]2[C:6](=[C:7]([O:16][CH2:17][C:18]([F:21])([F:20])[F:19])[CH:8]=[C:9]([C:12](OC)=[O:13])[CH:10]=2)[CH:5]=[CH:4]1)[CH3:2].[H-].[Al+3].[Li+].[H-].[H-].[H-].O.O.O.O.O.O.O.O.O.O.S([O-])([O-])(=O)=O.[Na+].[Na+], predict the reaction product. The product is: [CH2:1]([N:3]1[C:11]2[C:6](=[C:7]([O:16][CH2:17][C:18]([F:20])([F:19])[F:21])[CH:8]=[C:9]([CH:12]=[O:13])[CH:10]=2)[CH:5]=[CH:4]1)[CH3:2]. (5) Given the reactants [C:1](Cl)(=[O:5])[C:2](Cl)=O.[Br:7][C:8]1[CH:13]=[CH:12][C:11]([NH:14][C:15]2[C:20]([C:21]([OH:23])=O)=[CH:19][N:18]3[CH:24]=[CH:25][N:26]=[C:17]3[CH:16]=2)=[C:10]([Cl:27])[CH:9]=1.C1(C[NH:32]O)CC1.CCO[C:37]([CH3:39])=O, predict the reaction product. The product is: [CH:2]1([CH2:1][O:5][NH:32][C:21]([C:20]2[C:15]([NH:14][C:11]3[CH:12]=[CH:13][C:8]([Br:7])=[CH:9][C:10]=3[Cl:27])=[CH:16][C:17]3[N:18]([CH:24]=[CH:25][N:26]=3)[CH:19]=2)=[O:23])[CH2:39][CH2:37]1. (6) Given the reactants [CH:1]1([C:4]2[CH:5]=[C:6]([NH2:20])[CH:7]=[N:8][C:9]=2[N:10]2[CH2:19][CH2:18][C:13]3([O:17][CH2:16][CH2:15][O:14]3)[CH2:12][CH2:11]2)[CH2:3][CH2:2]1.[Cl:21][C:22]1[CH:27]=[CH:26][C:25]([N:28]2[CH:32]=[C:31]([C:33](Cl)=[O:34])[CH:30]=[N:29]2)=[CH:24][CH:23]=1.[CH2:36](N(CC)CC)C.[OH-].[Na+], predict the reaction product. The product is: [Cl:21][C:22]1[CH:27]=[CH:26][C:25]([N:28]2[C:32]([CH3:36])=[C:31]([C:33]([NH:20][C:6]3[CH:7]=[N:8][C:9]([N:10]4[CH2:11][CH2:12][C:13]5([O:14][CH2:15][CH2:16][O:17]5)[CH2:18][CH2:19]4)=[C:4]([CH:1]4[CH2:3][CH2:2]4)[CH:5]=3)=[O:34])[CH:30]=[N:29]2)=[CH:24][CH:23]=1.